From a dataset of Catalyst prediction with 721,799 reactions and 888 catalyst types from USPTO. Predict which catalyst facilitates the given reaction. (1) Reactant: [OH-].[K+].C([O:5][C:6]([C:8]1[CH:9]=[N:10][N:11]([C:13]2[NH:26][C:25](=[O:27])[C:24]3[C:15](=[C:16]4[C:21](=[CH:22][CH:23]=3)[O:20][CH2:19][CH2:18][O:17]4)[N:14]=2)[CH:12]=1)=[O:7])C. Product: [O:27]=[C:25]1[C:24]2[C:15](=[C:16]3[C:21](=[CH:22][CH:23]=2)[O:20][CH2:19][CH2:18][O:17]3)[N:14]=[C:13]([N:11]2[CH:12]=[C:8]([C:6]([OH:7])=[O:5])[CH:9]=[N:10]2)[NH:26]1. The catalyst class is: 1. (2) Reactant: [H-].[Na+].[OH:3][C:4]1[CH:5]=[N:6][CH:7]=[CH:8][CH:9]=1.Br[CH2:11][CH2:12][O:13][CH:14]1[CH2:19][CH2:18][CH2:17][CH2:16][O:15]1. Product: [O:15]1[CH2:16][CH2:17][CH2:18][CH2:19][CH:14]1[O:13][CH2:12][CH2:11][O:3][C:4]1[CH:5]=[N:6][CH:7]=[CH:8][CH:9]=1. The catalyst class is: 18. (3) Reactant: C([O:3][C:4](=[O:35])[CH2:5][C:6]1[CH:11]=[CH:10][C:9]([O:12][CH3:13])=[C:8]([O:14][C:15]2[CH:20]=[CH:19][C:18]([C:21]([F:24])([F:23])[F:22])=[CH:17][C:16]=2[CH2:25][S:26][CH2:27][CH2:28][C:29]2[CH:34]=[CH:33][CH:32]=[CH:31][CH:30]=2)[CH:7]=1)C.CO.[Li+].[OH-]. Product: [CH3:13][O:12][C:9]1[CH:10]=[CH:11][C:6]([CH2:5][C:4]([OH:35])=[O:3])=[CH:7][C:8]=1[O:14][C:15]1[CH:20]=[CH:19][C:18]([C:21]([F:23])([F:22])[F:24])=[CH:17][C:16]=1[CH2:25][S:26][CH2:27][CH2:28][C:29]1[CH:34]=[CH:33][CH:32]=[CH:31][CH:30]=1. The catalyst class is: 38. (4) Reactant: [CH3:1][C:2]1[CH:7]=[CH:6][C:5]([CH3:8])=[CH:4][C:3]=1[C:9]1[N:10]=[C:11]([N:29]2[CH2:34][CH2:33][N:32](C(OC(C)(C)C)=O)[CH2:31][C@H:30]2[CH3:42])[C:12]2[CH2:18][N:17]([C:19]3[CH:24]=[C:23]([CH:25]([CH3:27])[CH3:26])[CH:22]=[CH:21][C:20]=3[CH3:28])[CH2:16][CH2:15][C:13]=2[N:14]=1.C(O)(C(F)(F)F)=O. Product: [CH3:1][C:2]1[CH:7]=[CH:6][C:5]([CH3:8])=[CH:4][C:3]=1[C:9]1[N:10]=[C:11]([N:29]2[CH2:34][CH2:33][NH:32][CH2:31][C@H:30]2[CH3:42])[C:12]2[CH2:18][N:17]([C:19]3[CH:24]=[C:23]([CH:25]([CH3:27])[CH3:26])[CH:22]=[CH:21][C:20]=3[CH3:28])[CH2:16][CH2:15][C:13]=2[N:14]=1. The catalyst class is: 2. (5) Reactant: C[Si]([C:5]#[N:6])(C)C.[NH2:7][C:8]1[CH:13]=[CH:12][C:11]([CH3:14])=[CH:10][CH:9]=1.[C:15]1(=O)[CH2:18][CH2:17][CH2:16]1. Product: [CH3:14][C:11]1[CH:12]=[CH:13][C:8]([NH:7][C:15]2([C:5]#[N:6])[CH2:18][CH2:17][CH2:16]2)=[CH:9][CH:10]=1. The catalyst class is: 4.